Dataset: Forward reaction prediction with 1.9M reactions from USPTO patents (1976-2016). Task: Predict the product of the given reaction. (1) Given the reactants ClC(Cl)(Cl)C(Cl)(Cl)Cl.[CH:9]1([C:12]2[C:13]([O:28][CH2:29][CH:30]3[CH2:32][CH2:31]3)=[CH:14][C:15]([C:18]([NH:20][CH2:21][C:22](=O)[C:23]([CH3:26])([CH3:25])[CH3:24])=[O:19])=[N:16][CH:17]=2)[CH2:11][CH2:10]1.C(N(CC)CC)C.C1(P(C2C=CC=CC=2)C2C=CC=CC=2)C=CC=CC=1, predict the reaction product. The product is: [C:23]([C:22]1[O:19][C:18]([C:15]2[CH:14]=[C:13]([O:28][CH2:29][CH:30]3[CH2:31][CH2:32]3)[C:12]([CH:9]3[CH2:10][CH2:11]3)=[CH:17][N:16]=2)=[N:20][CH:21]=1)([CH3:25])([CH3:24])[CH3:26]. (2) The product is: [C:1]([O:5][C:6]([NH:8][CH:9]([C@H:15]([CH3:23])[CH2:16][CH:17]([CH3:22])[CH2:18][CH2:19][CH:20]=[CH2:21])[C:10]([OH:12])=[O:11])=[O:7])([CH3:4])([CH3:3])[CH3:2]. Given the reactants [C:1]([O:5][C:6]([NH:8][CH:9]([C@H:15]([CH3:23])[CH2:16][CH:17]([CH3:22])[CH2:18][CH2:19][CH:20]=[CH2:21])[C:10]([O:12]CC)=[O:11])=[O:7])([CH3:4])([CH3:3])[CH3:2].CO.[Li+].[OH-], predict the reaction product. (3) Given the reactants Cl[C:2]1[N:7]=[CH:6][C:5]2[C:8](=[C:13]3[C:21]4[C:16](=[CH:17][CH:18]=[C:19]([F:22])[CH:20]=4)[NH:15][C:14]3=[O:23])[O:9][CH:10]([CH2:11][CH3:12])[C:4]=2[CH:3]=1.C([O-])=O.[NH4+], predict the reaction product. The product is: [CH2:11]([CH:10]1[C:4]2[CH:3]=[CH:2][N:7]=[CH:6][C:5]=2[C:8](=[C:13]2[C:21]3[C:16](=[CH:17][CH:18]=[C:19]([F:22])[CH:20]=3)[NH:15][C:14]2=[O:23])[O:9]1)[CH3:12]. (4) Given the reactants [C:1]([NH:4][C:5]1[CH:10]=[C:9]([C:11]2[S:12][C:13]([C:23](O)=[O:24])=[C:14]([C:16]3[CH:21]=[CH:20][CH:19]=[CH:18][C:17]=3[Cl:22])[N:15]=2)[CH:8]=[CH:7][N:6]=1)(=[O:3])[CH3:2].C(Cl)Cl.Cl.CN(C)CCCN=C=NCC.ON1C2C=CC=CC=2N=N1.[CH2:51]([CH2:53][NH2:54])[OH:52], predict the reaction product. The product is: [C:1]([NH:4][C:5]1[CH:10]=[C:9]([C:11]2[S:12][C:13]([C:23]([NH:54][CH2:53][CH2:51][OH:52])=[O:24])=[C:14]([C:16]3[CH:21]=[CH:20][CH:19]=[CH:18][C:17]=3[Cl:22])[N:15]=2)[CH:8]=[CH:7][N:6]=1)(=[O:3])[CH3:2]. (5) Given the reactants [F:1][C:2]1[CH:3]=[C:4]([CH:11]=[CH:12][C:13]=1[CH2:14][C:15]([C:17]1[CH:22]=[CH:21][C:20]([O:23]C)=[C:19]([F:25])[C:18]=1[OH:26])=[O:16])[C:5]([O:7]C(C)C)=[O:6].[Al+3].[Cl-].[Cl-].[Cl-].Cl, predict the reaction product. The product is: [F:1][C:2]1[CH:3]=[C:4]([CH:11]=[CH:12][C:13]=1[CH2:14][C:15]([C:17]1[CH:22]=[CH:21][C:20]([OH:23])=[C:19]([F:25])[C:18]=1[OH:26])=[O:16])[C:5]([OH:7])=[O:6]. (6) Given the reactants C([O:3][C:4](=O)[CH2:5][CH2:6][CH2:7][N:8]1[CH2:13][CH2:12][N:11]([CH:14]([C:32]2[CH:37]=[CH:36][CH:35]=[CH:34][CH:33]=2)[CH2:15][O:16][CH2:17][C:18]2[CH:23]=[C:22]([C:24]([F:27])([F:26])[F:25])[CH:21]=[C:20]([C:28]([F:31])([F:30])[F:29])[CH:19]=2)[CH2:10][CH2:9]1)C.C([NH2:41])=O.C[O-].[Na+], predict the reaction product. The product is: [F:25][C:24]([F:27])([F:26])[C:22]1[CH:23]=[C:18]([CH:19]=[C:20]([C:28]([F:29])([F:31])[F:30])[CH:21]=1)[CH2:17][O:16][CH2:15][CH:14]([N:11]1[CH2:12][CH2:13][N:8]([CH2:7][CH2:6][CH2:5][C:4]([NH2:41])=[O:3])[CH2:9][CH2:10]1)[C:32]1[CH:33]=[CH:34][CH:35]=[CH:36][CH:37]=1.